Dataset: Forward reaction prediction with 1.9M reactions from USPTO patents (1976-2016). Task: Predict the product of the given reaction. (1) The product is: [Cl:32][CH2:2][C:3]1[CH:27]=[CH:26][C:6]([O:7][CH2:8][C:9]2[N:10]=[C:11]([N:15]3[CH2:20][CH2:19][CH:18]([C:21]([O:23][CH2:24][CH3:25])=[O:22])[CH2:17][CH2:16]3)[S:12][C:13]=2[CH3:14])=[C:5]([O:28][CH3:29])[CH:4]=1. Given the reactants O[CH2:2][C:3]1[CH:27]=[CH:26][C:6]([O:7][CH2:8][C:9]2[N:10]=[C:11]([N:15]3[CH2:20][CH2:19][CH:18]([C:21]([O:23][CH2:24][CH3:25])=[O:22])[CH2:17][CH2:16]3)[S:12][C:13]=2[CH3:14])=[C:5]([O:28][CH3:29])[CH:4]=1.S(Cl)([Cl:32])=O, predict the reaction product. (2) Given the reactants [NH2:1][C:2]([C:4]1[CH:5]=[C:6]([C:28]2[CH:33]=[CH:32][CH:31]=[CH:30][CH:29]=2)[CH:7]=[C:8]2[C:12]=1[NH:11][CH:10]=[C:9]2[CH2:13][CH2:14][CH:15]1[CH2:20][CH2:19][N:18](C(OC(C)(C)C)=O)[CH2:17][CH2:16]1)=[O:3].Cl.CCN(CC)CC.[CH2:42]([S:44](Cl)(=[O:46])=[O:45])[CH3:43], predict the reaction product. The product is: [CH2:42]([S:44]([N:18]1[CH2:19][CH2:20][CH:15]([CH2:14][CH2:13][C:9]2[C:8]3[C:12](=[C:4]([C:2]([NH2:1])=[O:3])[CH:5]=[C:6]([C:28]4[CH:33]=[CH:32][CH:31]=[CH:30][CH:29]=4)[CH:7]=3)[NH:11][CH:10]=2)[CH2:16][CH2:17]1)(=[O:46])=[O:45])[CH3:43]. (3) Given the reactants COC(C1C(O)=C2C(C=CC=N2)=CN=1)=O.C(OC(C1C(CN(S(C2C=CC=CC=2)(=O)=O)CCC(OC)=O)=CC=CN=1)=O)(C)C.N(C(OC(C)C)=O)=NC(OC(C)C)=O.[CH:59]([O:62][C:63]([C:65]1[C:70]([CH2:71]O)=[CH:69][CH:68]=[C:67]([CH3:73])[N:66]=1)=[O:64])([CH3:61])[CH3:60].[CH3:74][O:75][C:76](=[O:88])[CH2:77][NH:78][S:79]([C:82]1[CH:87]=[CH:86][CH:85]=[CH:84][CH:83]=1)(=[O:81])=[O:80].C1(P(C2C=CC=CC=2)C2C=CC=CC=2)C=CC=CC=1, predict the reaction product. The product is: [CH:59]([O:62][C:63]([C:65]1[C:70]([CH2:71][N:78]([S:79]([C:82]2[CH:87]=[CH:86][CH:85]=[CH:84][CH:83]=2)(=[O:80])=[O:81])[CH2:77][C:76]([O:75][CH3:74])=[O:88])=[CH:69][CH:68]=[C:67]([CH3:73])[N:66]=1)=[O:64])([CH3:61])[CH3:60]. (4) Given the reactants Br[C:2]1[CH:7]=[CH:6][C:5]([O:8][CH3:9])=[CH:4][C:3]=1[CH3:10].[Li]CCCC.[B:16](OC)([O:19]C)[O:17]C, predict the reaction product. The product is: [CH3:10][C:3]1[CH:4]=[C:5]([O:8][CH3:9])[CH:6]=[CH:7][C:2]=1[B:16]([OH:19])[OH:17]. (5) Given the reactants [F-].C([N+](CCCC)(CCCC)CCCC)CCC.[C:19]1([CH2:25][O:26][C:27]2[CH:32]=[CH:31][C:30]([C:33]3[CH:41]=[C:40]4[C:36]([C:37]([NH:50][C:51](=[O:55])[CH2:52][CH2:53][CH3:54])=[N:38][N:39]4COCC[Si](C)(C)C)=[CH:35][CH:34]=3)=[CH:29][CH:28]=2)[CH:24]=[CH:23][CH:22]=[CH:21][CH:20]=1.C(OCC)(=O)C, predict the reaction product. The product is: [C:19]1([CH2:25][O:26][C:27]2[CH:32]=[CH:31][C:30]([C:33]3[CH:41]=[C:40]4[C:36]([C:37]([NH:50][C:51](=[O:55])[CH2:52][CH2:53][CH3:54])=[N:38][NH:39]4)=[CH:35][CH:34]=3)=[CH:29][CH:28]=2)[CH:20]=[CH:21][CH:22]=[CH:23][CH:24]=1. (6) Given the reactants [Cl:1][C:2]1[CH:16]=[CH:15][CH:14]=[CH:13][C:3]=1[C:4]([C:6]1[CH:11]=[CH:10][CH:9]=[CH:8][C:7]=1[Cl:12])=[O:5].ClC1C=CC=CC=1C(O)C1C=CC(Cl)=CC=1, predict the reaction product. The product is: [Cl:1][C:2]1[CH:16]=[CH:15][CH:14]=[CH:13][C:3]=1[CH:4]([OH:5])[C:6]1[CH:11]=[CH:10][CH:9]=[CH:8][C:7]=1[Cl:12]. (7) The product is: [F:12][C:9]([F:10])([F:11])[C:7]1[CH:6]=[C:5]([C@H:13]([O:15][C@H:16]2[CH2:20][N:19]([C:21]([O:23][C:24]([CH3:26])([CH3:25])[CH3:27])=[O:22])[C@@H:18]([CH2:28][CH:29]([CH3:44])[C:30]([O:32][CH3:33])=[O:31])[C@@H:17]2[C:34]2[CH:39]=[CH:38][C:37]([F:40])=[CH:36][CH:35]=2)[CH3:14])[CH:4]=[C:3]([C:2]([F:1])([F:41])[F:42])[CH:8]=1. Given the reactants [F:1][C:2]([F:42])([F:41])[C:3]1[CH:4]=[C:5]([C@H:13]([O:15][C@H:16]2[CH2:20][N:19]([C:21]([O:23][C:24]([CH3:27])([CH3:26])[CH3:25])=[O:22])[C@@H:18]([CH2:28][CH2:29][C:30]([O:32][CH3:33])=[O:31])[C@@H:17]2[C:34]2[CH:39]=[CH:38][C:37]([F:40])=[CH:36][CH:35]=2)[CH3:14])[CH:6]=[C:7]([C:9]([F:12])([F:11])[F:10])[CH:8]=1.[Li+].[CH3:44][Si]([N-][Si](C)(C)C)(C)C.CI, predict the reaction product. (8) Given the reactants [C:1]([O:5][C:6]([CH:8]1[CH2:13][CH2:12][N:11]([C:14]2[C:22]([Cl:23])=[CH:21][C:17]([C:18](O)=[O:19])=[C:16]([CH2:24][N:25]3[CH2:29][CH2:28][CH2:27][C:26]3=[O:30])[N:15]=2)[CH2:10][CH2:9]1)=[O:7])([CH3:4])([CH3:3])[CH3:2].N1C(F)=NC(F)=NC=1[F:33].N1C=CC=CC=1, predict the reaction product. The product is: [Cl:23][C:22]1[C:14]([N:11]2[CH2:12][CH2:13][CH:8]([C:6]([O:5][C:1]([CH3:4])([CH3:3])[CH3:2])=[O:7])[CH2:9][CH2:10]2)=[N:15][C:16]([CH2:24][N:25]2[CH2:29][CH2:28][CH2:27][C:26]2=[O:30])=[C:17]([C:18]([F:33])=[O:19])[CH:21]=1. (9) Given the reactants [F:1][C:2]1[CH:9]=[C:8]([F:10])[CH:7]=[CH:6][C:3]=1[CH2:4]Br.[CH2:11]([O:13][C:14](=[O:35])[C:15]1[CH:20]=[C:19]([N:21]2[C:25](C)=[CH:24][CH:23]=[C:22]2[C:27]2[CH:32]=[C:31]([Cl:33])[CH:30]=[CH:29][C:28]=2[OH:34])[CH:18]=[N:17][CH:16]=1)[CH3:12].[C:36]([O-])([O-])=O.[K+].[K+], predict the reaction product. The product is: [CH2:11]([O:13][C:14](=[O:35])[C:15]1[CH:20]=[C:19]([N:21]2[CH:25]=[CH:24][C:23]([CH3:36])=[C:22]2[C:27]2[CH:32]=[C:31]([Cl:33])[CH:30]=[CH:29][C:28]=2[O:34][CH2:4][C:3]2[CH:6]=[CH:7][C:8]([F:10])=[CH:9][C:2]=2[F:1])[CH:18]=[N:17][CH:16]=1)[CH3:12].